Dataset: Full USPTO retrosynthesis dataset with 1.9M reactions from patents (1976-2016). Task: Predict the reactants needed to synthesize the given product. (1) Given the product [Br:7][C:8]1[CH:9]=[C:10]([S:14]([N:1]2[CH2:6][CH2:5][O:4][CH2:3][CH2:2]2)(=[O:16])=[O:15])[CH:11]=[CH:12][CH:13]=1, predict the reactants needed to synthesize it. The reactants are: [NH:1]1[CH2:6][CH2:5][O:4][CH2:3][CH2:2]1.[Br:7][C:8]1[CH:9]=[C:10]([S:14](Cl)(=[O:16])=[O:15])[CH:11]=[CH:12][CH:13]=1. (2) Given the product [Cl:10][C:7]1[CH:8]=[CH:9][C:4]([CH:1]=[CH:2][CH3:3])=[C:5]([OH:18])[C:6]=1[C:11]1[CH:16]=[CH:15][CH:14]=[CH:13][C:12]=1[CH3:17], predict the reactants needed to synthesize it. The reactants are: [CH2:1]([C:4]1[CH:9]=[CH:8][C:7]([Cl:10])=[C:6]([C:11]2[CH:16]=[CH:15][CH:14]=[CH:13][C:12]=2[CH3:17])[C:5]=1[OH:18])[CH:2]=[CH2:3]. (3) The reactants are: [Br:1][C:2]1[CH:3]=[N:4][C:5]2[N:6]([N:8]=[CH:9][C:10]=2[C:11]2[C:20]3[C:15](=[CH:16][CH:17]=[CH:18][CH:19]=3)[N:14]=[CH:13][CH:12]=2)[CH:7]=1.C1C=C(Cl)C=C(C(OO)=[O:29])C=1. Given the product [Br:1][C:2]1[CH:3]=[N:4][C:5]2[N:6]([N:8]=[CH:9][C:10]=2[C:11]2[C:20]3[C:15](=[CH:16][CH:17]=[CH:18][CH:19]=3)[N+:14]([O-:29])=[CH:13][CH:12]=2)[CH:7]=1, predict the reactants needed to synthesize it. (4) Given the product [C:23]([NH:22][C:21](=[NH:34])[O:20][C:17]1[CH:18]=[CH:19][CH:14]=[CH:15][CH:16]=1)#[N:24], predict the reactants needed to synthesize it. The reactants are: C(O)C.C(O)(C)C.O1CCOCC1.[CH:14]1[CH:19]=[CH:18][C:17]([O:20][C:21](OC2C=CC=CC=2)=[N:22][C:23]#[N:24])=[CH:16][CH:15]=1.C(#[N:34])C. (5) Given the product [ClH:25].[CH2:1]([C:3]1[O:4][CH:5]=[C:6](/[CH:8]=[CH:9]/[C:10]2[C:11]([OH:21])=[N:12][N:13]([C:15]3[CH:20]=[CH:19][CH:18]=[CH:17][CH:16]=3)[CH:14]=2)[N:7]=1)[CH3:2], predict the reactants needed to synthesize it. The reactants are: [CH2:1]([C:3]1[O:4][CH:5]=[C:6](/[CH:8]=[CH:9]/[C:10]2[C:11]([O:21]COC)=[N:12][N:13]([C:15]3[CH:20]=[CH:19][CH:18]=[CH:17][CH:16]=3)[CH:14]=2)[N:7]=1)[CH3:2].[ClH:25]. (6) Given the product [NH2:1][C:4]1[CH:5]=[CH:6][C:7]([NH:10][C:11](=[O:15])[C:12]([CH3:14])=[CH2:13])=[CH:8][CH:9]=1, predict the reactants needed to synthesize it. The reactants are: [N+:1]([C:4]1[CH:9]=[CH:8][C:7]([NH:10][C:11](=[O:15])[C:12]([CH3:14])=[CH2:13])=[CH:6][CH:5]=1)([O-])=O.[Sn](Cl)Cl. (7) The reactants are: [C:1]1([CH3:17])[CH:6]=[CH:5][C:4]([S:7]([N:10]2[CH:14]=[CH:13][C:12]([CH2:15][OH:16])=[CH:11]2)(=[O:9])=[O:8])=[CH:3][CH:2]=1.CCCCCC.C(OCC)(=O)C. Given the product [C:1]1([CH3:17])[CH:2]=[CH:3][C:4]([S:7]([N:10]2[CH:14]=[CH:13][C:12]([CH:15]=[O:16])=[CH:11]2)(=[O:9])=[O:8])=[CH:5][CH:6]=1, predict the reactants needed to synthesize it. (8) Given the product [C:1]1([CH3:14])[CH:2]=[CH:3][C:4]([NH:7][CH:8]2[CH2:13][CH2:12][N:11]([CH2:18][CH2:19][C:20]3([CH2:15][CH2:16][OH:17])[CH2:21][CH2:22][CH2:23][CH2:24][CH2:25][CH2:26][CH2:27]3)[CH2:10][CH2:9]2)=[CH:5][CH:6]=1, predict the reactants needed to synthesize it. The reactants are: [C:1]1([CH3:14])[CH:6]=[CH:5][C:4]([NH:7][CH:8]2[CH2:13][CH2:12][NH:11][CH2:10][CH2:9]2)=[CH:3][CH:2]=1.[CH2:15]1[C:20]2([CH2:27][CH2:26][CH2:25][CH2:24][CH2:23][CH2:22][CH2:21]2)[CH2:19][CH2:18][O:17][CH:16]1O.C(O[BH-](OC(=O)C)OC(=O)C)(=O)C.[Na+].C(=O)(O)[O-].[Na+]. (9) Given the product [ClH:39].[CH3:1][N:2]1[C:10]2[CH:9]=[C:8]([N:11]3[CH:16]=[CH:15][C:14]([O:17][CH2:18][C:19]4[CH:20]=[N:21][C:22]([CH3:25])=[CH:23][CH:24]=4)=[CH:13][C:12]3=[O:26])[CH:7]=[CH:6][C:5]=2[C:4]2[CH2:27][NH:28][CH2:29][CH2:30][CH2:31][C:3]1=2, predict the reactants needed to synthesize it. The reactants are: [CH3:1][N:2]1[C:10]2[CH:9]=[C:8]([N:11]3[CH:16]=[CH:15][C:14]([O:17][CH2:18][C:19]4[CH:20]=[N:21][C:22]([CH3:25])=[CH:23][CH:24]=4)=[CH:13][C:12]3=[O:26])[CH:7]=[CH:6][C:5]=2[C:4]2[CH2:27][N:28](C(OC(C)(C)C)=O)[CH2:29][CH2:30][CH2:31][C:3]1=2.[ClH:39]. (10) Given the product [C:23]([CH2:22][N:1]1[CH2:6][CH2:5][CH:4]([CH2:7][NH:8][C:9](=[O:15])[O:10][C:11]([CH3:12])([CH3:14])[CH3:13])[CH2:3][CH2:2]1)#[N:24], predict the reactants needed to synthesize it. The reactants are: [NH:1]1[CH2:6][CH2:5][CH:4]([CH2:7][NH:8][C:9](=[O:15])[O:10][C:11]([CH3:14])([CH3:13])[CH3:12])[CH2:3][CH2:2]1.C(=O)([O-])[O-].[K+].[K+].[CH3:22][CH2:23][N:24](C(C)C)C(C)C.BrCC#N.